Regression. Given a peptide amino acid sequence and an MHC pseudo amino acid sequence, predict their binding affinity value. This is MHC class II binding data. From a dataset of Peptide-MHC class II binding affinity with 134,281 pairs from IEDB. (1) The peptide sequence is KCRAPGGAKKPLRPR. The MHC is DRB3_0101 with pseudo-sequence DRB3_0101. The binding affinity (normalized) is 0. (2) The binding affinity (normalized) is 0.0320. The peptide sequence is YHFDLSGHAFGAMAK. The MHC is HLA-DQA10102-DQB10502 with pseudo-sequence HLA-DQA10102-DQB10502. (3) The peptide sequence is WKSILTDPRVKIMRS. The MHC is DRB1_0802 with pseudo-sequence DRB1_0802. The binding affinity (normalized) is 0.390. (4) The peptide sequence is VVVHITDDNEEPIAP. The MHC is DRB1_1001 with pseudo-sequence DRB1_1001. The binding affinity (normalized) is 0.0333. (5) The peptide sequence is VALTLTSYLGLTQPF. The binding affinity (normalized) is 0.364. The MHC is HLA-DQA10501-DQB10402 with pseudo-sequence HLA-DQA10501-DQB10402. (6) The binding affinity (normalized) is 0.149. The MHC is DRB1_0802 with pseudo-sequence DRB1_0802. The peptide sequence is AEGLSGEPKGAAESS.